This data is from Experimentally validated miRNA-target interactions with 360,000+ pairs, plus equal number of negative samples. The task is: Binary Classification. Given a miRNA mature sequence and a target amino acid sequence, predict their likelihood of interaction. (1) The miRNA is hsa-miR-4524b-5p with sequence AUAGCAGCAUAAGCCUGUCUC. The protein sequence of the target gene is MANASEPGGSGGGEAAALGLKLATLSLLLCVSLAGNVLFALLIVRERSLHRAPYYLLLDLCLADGLRALACLPAVMLAARRAAAAAGAPPGALGCKLLAFLAALFCFHAAFLLLGVGVTRYLAIAHHRFYAERLAGWPCAAMLVCAAWALALAAAFPPVLDGGGDDEDAPCALEQRPDGAPGALGFLLLLAVVVGATHLVYLRLLFFIHDRRKMRPARLVPAVSHDWTFHGPGATGQAAANWTAGFGRGPTPPALVGIRPAGPGRGARRLLVLEEFKTEKRLCKMFYAVTLLFLLLWGPY.... Result: 1 (interaction). (2) The protein sequence of the target gene is MGAQLSTLSHVVLSPVWFIYSLFMKLFQRSTPAITLENPDIKYPLRLIDKEVISPDTRRFRFALPSPQHILGLPIGQHIYLSTRIDGNLVIRPYTPVSSDDDKGFVDLVVKVYFKDTHPKFPAGGKMSQYLENMKIGDTIEFRGPNGLLVYQGKGKFAIRADKKSNPVVRTVKSVGMIAGGTGITPMLQVIRAVLKDPNDHTVCYLLFANQSEKDILLRPELEELRNEHSARFKLWYTVDKAPDAWDYSQGFVNEEMIRDHLPTPGEEPLILMCGPPPMIQFACLPNLERVGHPKERCFT.... The miRNA is hsa-miR-8088 with sequence CCUCGGUACUGGAAAGGGGUA. Result: 0 (no interaction). (3) The miRNA is hsa-miR-2116-3p with sequence CCUCCCAUGCCAAGAACUCCC. The protein sequence of the target gene is MTEMSEKENEPDDAATHTPPGTVSTLQETKLQRFKRSLSLKTILRSKSVENFFLRSGSELKCPTEVLLTPPTPLPPPSPPPASTDRGLPTPTPSPCPVPRPLAPLKPVRLHSFQEHVFKRASPCELCHQLIVGNSKQGLRCKTCKVSVHLWCSEEISHQQCPGKTSTSFRRNFSSPLLVHAPPPACAMNKESPPTGTSGKVDPVYETLRYGTSLALMNRSSFSSTSESPTRSLSERDELTEDGEGSIRSSEEGPGDSVFTAPAESEGSGPEEKSPGQQPPKLPLRKDVGPMYSYVALYKF.... Result: 0 (no interaction). (4) The miRNA is hsa-miR-342-3p with sequence UCUCACACAGAAAUCGCACCCGU. The protein sequence of the target gene is MAALGDIQESPSVPSPVSLSSPGTPGTQHHEPQLHLHGHQHGSPGSSPKVLSQPSDLDLQDVEEVEIGRDTFWPDSEPKPEQAPRSPGSQAPDEGAGGALRSLLRSLPRRARCSAGFGPESSAERPAGQPPGAVPCAQPRGAWRVTLVQQAAAGPEGAPERAAELGVNFGRSRQGSARGAKPHRCEACGKSFKYNSLLLKHQRIHTGEKPYACHECGKRFRGWSGFIQHHRIHTGEKPYECGQCGRAFSHSSHFTQHLRIHNGEKPYKCGECGQAFSQSSNLVRHQRLHTGEKPYACSQC.... Result: 0 (no interaction).